This data is from Reaction yield outcomes from USPTO patents with 853,638 reactions. The task is: Predict the reaction yield, written as a fraction of the theoretical maximum amount of product (1.0 means a 100% yield; for example, 0.34 means a 34% yield). (1) The reactants are [CH:1]1[C:13]2[CH:12]([CH2:14][O:15][C:16]([NH:18][C@H:19]([C:23]([N:25]([CH3:49])[C@@H:26]([C@@H:45]([CH3:48])[CH2:46][CH3:47])[C@H:27]([O:43][CH3:44])[CH2:28][C:29](OC3C(F)=C(F)C(F)=C(F)C=3F)=[O:30])=[O:24])[CH:20]([CH3:22])[CH3:21])=[O:17])[C:11]3[C:6](=[CH:7][CH:8]=[CH:9][CH:10]=3)[C:5]=2[CH:4]=[CH:3][CH:2]=1.Cl.[CH:51]1([CH2:58][CH2:59][NH:60][C:61](=[O:72])[C@H:62]([CH3:71])[C@@H:63]([O:69][CH3:70])[C@@H:64]2[CH2:68][CH2:67][CH2:66][NH:65]2)[CH:57]=[CH:56][CH:55]=[CH:54][CH:53]=[CH:52]1.C(N(CC)C(C)C)(C)C. The catalyst is ClCCl. The product is [CH:51]1([CH2:58][CH2:59][NH:60][C:61](=[O:72])[C@H:62]([CH3:71])[C@H:63]([C@@H:64]2[CH2:68][CH2:67][CH2:66][N:65]2[C:29](=[O:30])[CH2:28][C@@H:27]([O:43][CH3:44])[C@@H:26]([N:25]([CH3:49])[C:23](=[O:24])[C@H:19]([CH:20]([CH3:22])[CH3:21])[NH:18][C:16]([O:15][CH2:14][CH:12]2[C:13]3[CH:1]=[CH:2][CH:3]=[CH:4][C:5]=3[C:6]3[C:11]2=[CH:10][CH:9]=[CH:8][CH:7]=3)=[O:17])[C@@H:45]([CH3:48])[CH2:46][CH3:47])[O:69][CH3:70])[CH:52]=[CH:53][CH:54]=[CH:55][CH:56]=[CH:57]1. The yield is 0.680. (2) The reactants are [CH2:1]([NH:8][C:9]([C:11]1[C:12](=[O:22])[N:13]([CH2:18][CH2:19][CH2:20][CH3:21])[CH:14]=[C:15](I)[CH:16]=1)=[O:10])[C:2]1[CH:7]=[CH:6][CH:5]=[CH:4][CH:3]=1.[C:23]1(OB(O)O)[CH:28]=[CH:27][CH:26]=[CH:25][CH:24]=1.C(=O)([O-])[O-].[K+].[K+].[Cl-].[NH4+]. The catalyst is CN(C=O)C.C1C=CC([P]([Pd]([P](C2C=CC=CC=2)(C2C=CC=CC=2)C2C=CC=CC=2)([P](C2C=CC=CC=2)(C2C=CC=CC=2)C2C=CC=CC=2)[P](C2C=CC=CC=2)(C2C=CC=CC=2)C2C=CC=CC=2)(C2C=CC=CC=2)C2C=CC=CC=2)=CC=1.C(OCC)(=O)C. The product is [CH2:1]([NH:8][C:9]([C:11]1[C:12](=[O:22])[N:13]([CH2:18][CH2:19][CH2:20][CH3:21])[CH:14]=[C:15]([C:23]2[CH:28]=[CH:27][CH:26]=[CH:25][CH:24]=2)[CH:16]=1)=[O:10])[C:2]1[CH:7]=[CH:6][CH:5]=[CH:4][CH:3]=1. The yield is 0.880. (3) The reactants are [Cl:1][C:2]1[CH:9]=[C:8]([C:10]([F:13])([F:12])[F:11])[CH:7]=[CH:6][C:3]=1[CH:4]=O.[N+:14]([CH3:17])([O-:16])=[O:15].Cl.CN.C([O-])(=O)C.[Na+]. No catalyst specified. The product is [Cl:1][C:2]1[CH:9]=[C:8]([C:10]([F:13])([F:12])[F:11])[CH:7]=[CH:6][C:3]=1/[CH:4]=[CH:17]/[N+:14]([O-:16])=[O:15]. The yield is 0.332. (4) The reactants are [CH3:1][O:2][C:3]1[CH:8]=[CH:7][N:6]=[CH:5][C:4]=1[CH:9]=[O:10].[BH4-].[Na+]. The catalyst is CO. The product is [CH3:1][O:2][C:3]1[CH:8]=[CH:7][N:6]=[CH:5][C:4]=1[CH2:9][OH:10]. The yield is 0.550. (5) The yield is 0.870. The product is [CH2:17]([O:16][CH:15]([O:19][CH2:20][CH3:21])[CH2:14][N:5]1[C:1](=[O:11])[C:2]2[C:3](=[CH:7][CH:8]=[CH:9][CH:10]=2)[C:4]1=[O:6])[CH3:18]. The reactants are [C:1]1(=[O:11])[NH:5][C:4](=[O:6])[C:3]2=[CH:7][CH:8]=[CH:9][CH:10]=[C:2]12.[K].Br[CH2:14][CH:15]([O:19][CH2:20][CH3:21])[O:16][CH2:17][CH3:18]. The catalyst is CN(C=O)C. (6) The reactants are F[C:2]1[CH:7]=[C:6]([I:8])[C:5]([CH3:9])=[CH:4][N:3]=1.[CH3:10][O:11][C:12]1[CH:17]=[C:16]([O:18][CH3:19])[CH:15]=[CH:14][C:13]=1[CH2:20][NH2:21]. The catalyst is CCOC(C)=O. The product is [CH3:10][O:11][C:12]1[CH:17]=[C:16]([O:18][CH3:19])[CH:15]=[CH:14][C:13]=1[CH2:20][NH:21][C:2]1[CH:7]=[C:6]([I:8])[C:5]([CH3:9])=[CH:4][N:3]=1. The yield is 0.500.